From a dataset of Peptide-MHC class I binding affinity with 185,985 pairs from IEDB/IMGT. Regression. Given a peptide amino acid sequence and an MHC pseudo amino acid sequence, predict their binding affinity value. This is MHC class I binding data. (1) The peptide sequence is IRSAEVVSR. The MHC is HLA-B15:17 with pseudo-sequence HLA-B15:17. The binding affinity (normalized) is 0.0847. (2) The peptide sequence is IEFIEVVRL. The MHC is HLA-B07:02 with pseudo-sequence HLA-B07:02. The binding affinity (normalized) is 0.0847. (3) The peptide sequence is FPFLYKFLL. The MHC is HLA-A68:01 with pseudo-sequence HLA-A68:01. The binding affinity (normalized) is 0.0110.